Dataset: Catalyst prediction with 721,799 reactions and 888 catalyst types from USPTO. Task: Predict which catalyst facilitates the given reaction. (1) Reactant: II.Br[C:4]1[S:5][CH:6]=[CH:7][C:8]=1[CH2:9][CH:10]([CH2:15][CH3:16])[CH2:11][CH2:12][CH2:13][CH3:14].CN([CH:20]=[O:21])C. Product: [CH2:15]([CH:10]([CH2:11][CH2:12][CH2:13][CH3:14])[CH2:9][C:8]1[CH:7]=[CH:6][S:5][C:4]=1[CH:20]=[O:21])[CH3:16]. The catalyst class is: 1. (2) Reactant: [C:1]1([C:7]2([CH2:12]OS(C)(=O)=O)[CH2:11][CH2:10][CH2:9][CH2:8]2)[CH:6]=[CH:5][CH:4]=[CH:3][CH:2]=1.[C-:18]#[N:19].[Na+]. Product: [C:1]1([C:7]2([CH2:12][C:18]#[N:19])[CH2:11][CH2:10][CH2:9][CH2:8]2)[CH:6]=[CH:5][CH:4]=[CH:3][CH:2]=1. The catalyst class is: 58. (3) Reactant: [F:1][C:2]1[CH:7]=[C:6]([F:8])[CH:5]=[CH:4][C:3]=1[CH2:9][C:10]([NH:12][NH2:13])=[O:11].CCN(C(C)C)C(C)C.[Cl:23][CH2:24][CH2:25][CH2:26][C:27](Cl)=O.Cl. Product: [Cl:23][CH2:24][CH2:25][CH2:26][C:27]1[O:11][C:10]([CH2:9][C:3]2[CH:4]=[CH:5][C:6]([F:8])=[CH:7][C:2]=2[F:1])=[N:12][N:13]=1. The catalyst class is: 2. (4) Reactant: C([O:3][C:4]([C:6]1[C:7]([CH3:24])=[N:8][N:9]([C:13]2[C:18]([F:19])=[CH:17][CH:16]=[CH:15][C:14]=2[CH2:20][N:21]([CH3:23])[CH3:22])[C:10]=1CC)=O)C.[H-].[Al+3].[Li+].[H-].[H-].[H-].O.[OH-].[Na+]. Product: [CH3:23][N:21]([CH2:20][C:14]1[CH:15]=[CH:16][CH:17]=[C:18]([F:19])[C:13]=1[N:9]1[CH:10]=[C:6]([CH2:4][OH:3])[C:7]([CH3:24])=[N:8]1)[CH3:22]. The catalyst class is: 7.